From a dataset of Forward reaction prediction with 1.9M reactions from USPTO patents (1976-2016). Predict the product of the given reaction. (1) The product is: [Cl:1][C:2]1[CH:11]=[C:10]2[C:5]([C:6]([N:30]3[CH2:35][CH2:34][O:33][CH2:32][CH2:31]3)=[N:7][C:8]([N:12]3[CH:16]=[C:15]([C:17]([OH:19])=[O:18])[CH:14]=[N:13]3)=[N:9]2)=[CH:4][C:3]=1[C:23]1[CH:28]=[CH:27][CH:26]=[CH:25][C:24]=1[CH3:29]. Given the reactants [Cl:1][C:2]1[CH:11]=[C:10]2[C:5]([C:6](=O)[NH:7][C:8]([N:12]3[CH:16]=[C:15]([C:17]([O:19]CC)=[O:18])[CH:14]=[N:13]3)=[N:9]2)=[CH:4][C:3]=1[C:23]1[CH:28]=[CH:27][CH:26]=[CH:25][C:24]=1[CH3:29].[NH:30]1[CH2:35][CH2:34][O:33][CH2:32][CH2:31]1, predict the reaction product. (2) Given the reactants [NH2:1][C:2]1[CH:7]=[CH:6][CH:5]=[CH:4][CH:3]=1.[CH:8]1[CH2:13][CH2:12][CH:11]=[CH:10][CH:9]=1, predict the reaction product. The product is: [CH:2]1([NH:1][C:8]2[CH:13]=[CH:12][CH:11]=[CH:10][CH:9]=2)[CH2:7][CH2:6][CH2:5][CH:4]=[CH:3]1. (3) Given the reactants C(N([CH2:6][CH3:7])CC)C.[C:8]([N:27]=[C:28]=[O:29])(=[O:26])[CH2:9][CH2:10][CH2:11][CH2:12][CH2:13][CH2:14][CH2:15][CH2:16][CH2:17][CH2:18][CH2:19][CH2:20][CH2:21][CH2:22][CH2:23][CH2:24][CH3:25].NC(O[CH2:34][CH3:35])=O.[NH2:36][C:37](N)=[O:38].O, predict the reaction product. The product is: [C:8]([NH:27][C:28](=[O:29])[NH:36][C:37](=[O:38])[CH2:20][CH2:19][CH2:18][CH2:17][CH2:16][CH2:15][CH2:14][CH2:13][CH2:12][CH2:11][CH2:10][CH2:9][CH2:8][CH2:34][CH2:35][CH2:6][CH3:7])(=[O:26])[CH2:9][CH2:10][CH2:11][CH2:12][CH2:13][CH2:14][CH2:15][CH2:16][CH2:17][CH2:18][CH2:19][CH2:20][CH2:21][CH2:22][CH2:23][CH2:24][CH3:25]. (4) Given the reactants [C:1]([Si:5]([CH3:25])([CH3:24])[O:6][C@@H:7]([CH2:19][CH2:20][CH2:21][CH2:22][CH3:23])/[CH:8]=[CH:9]/[B:10]1[O:14]C(C)(C)C(C)(C)[O:11]1)([CH3:4])([CH3:3])[CH3:2], predict the reaction product. The product is: [Si:5]([O:6][C@@H:7]([CH2:19][CH2:20][CH2:21][CH2:22][CH3:23])/[CH:8]=[CH:9]/[B:10]([OH:11])[OH:14])([C:1]([CH3:4])([CH3:3])[CH3:2])([CH3:25])[CH3:24]. (5) Given the reactants [CH:1](=O)[C:2]1[CH:7]=[CH:6][CH:5]=[CH:4][CH:3]=1.[NH2:9][C:10]1[CH:11]=[C:12]([C@@H:16]([NH:18][C:19]2[CH:24]=[N:23][CH:22]=[C:21]([Cl:25])[N:20]=2)[CH3:17])[CH:13]=[CH:14][CH:15]=1.C(O[BH-](OC(=O)C)OC(=O)C)(=O)C.[Na+].C(=O)([O-])O.[Na+], predict the reaction product. The product is: [CH2:1]([NH:9][C:10]1[CH:11]=[C:12]([C@@H:16]([NH:18][C:19]2[CH:24]=[N:23][CH:22]=[C:21]([Cl:25])[N:20]=2)[CH3:17])[CH:13]=[CH:14][CH:15]=1)[C:2]1[CH:7]=[CH:6][CH:5]=[CH:4][CH:3]=1. (6) Given the reactants [F:1][C:2]1[CH:7]=[CH:6][C:5]([C:8]2[O:9][C:10]3[CH:21]=[C:20]([N+:22]([O-:24])=[O:23])[C:19]([C:25]4[CH:30]=[C:29]([C:31](=[O:42])[NH:32][C:33]5([C:36]6[CH:41]=[CH:40][CH:39]=[CH:38][CH:37]=6)[CH2:35][CH2:34]5)[CH:28]=[CH:27][C:26]=4[CH3:43])=[CH:18][C:11]=3[C:12]=2[C:13]([O:15]CC)=[O:14])=[CH:4][CH:3]=1, predict the reaction product. The product is: [F:1][C:2]1[CH:3]=[CH:4][C:5]([C:8]2[O:9][C:10]3[CH:21]=[C:20]([N+:22]([O-:24])=[O:23])[C:19]([C:25]4[CH:30]=[C:29]([C:31](=[O:42])[NH:32][C:33]5([C:36]6[CH:37]=[CH:38][CH:39]=[CH:40][CH:41]=6)[CH2:34][CH2:35]5)[CH:28]=[CH:27][C:26]=4[CH3:43])=[CH:18][C:11]=3[C:12]=2[C:13]([OH:15])=[O:14])=[CH:6][CH:7]=1. (7) Given the reactants Br[C:2]1[C:3]([N+:13]([O-:15])=[O:14])=[CH:4][C:5]([N+:10]([O-:12])=[O:11])=[C:6]([CH:9]=1)[CH:7]=[O:8].C(=O)([O-])[O-].[Na+].[Na+].[CH:22]1(B(O)O)[CH2:24][CH2:23]1, predict the reaction product. The product is: [CH:22]1([C:2]2[C:3]([N+:13]([O-:15])=[O:14])=[CH:4][C:5]([N+:10]([O-:12])=[O:11])=[C:6]([CH:9]=2)[CH:7]=[O:8])[CH2:24][CH2:23]1.